Dataset: Forward reaction prediction with 1.9M reactions from USPTO patents (1976-2016). Task: Predict the product of the given reaction. (1) Given the reactants C([O-])([O-])=O.[Na+].[Na+].Br[C:8]1[CH:9]=[C:10]([C:13]#[C:14][C:15]2[CH:28]=[CH:27][C:18]([O:19][CH2:20][CH2:21][N:22]3[CH2:26][CH2:25][CH2:24][CH2:23]3)=[CH:17][CH:16]=2)[S:11][CH:12]=1.[Cl:29][C:30]1[CH:35]=[CH:34][C:33](OB(O)O)=[CH:32][CH:31]=1, predict the reaction product. The product is: [Cl:29][C:30]1[CH:35]=[CH:34][C:33]([C:8]2[CH:9]=[C:10]([C:13]#[C:14][C:15]3[CH:28]=[CH:27][C:18]([O:19][CH2:20][CH2:21][N:22]4[CH2:26][CH2:25][CH2:24][CH2:23]4)=[CH:17][CH:16]=3)[S:11][CH:12]=2)=[CH:32][CH:31]=1. (2) Given the reactants [CH:1]1[C:7]([NH2:8])=[N:6][C:4](=[O:5])[N:3]([C@@H:9]2[O:13][C@H:12]([CH2:14][OH:15])[C@@H:11]([OH:16])[C:10]2([F:18])[F:17])[CH:2]=1.Cl.[Cl-].[Na+], predict the reaction product. The product is: [CH:1]1[C:7]([NH2:8])=[N:6][C:4](=[O:5])[N:3]([C@@H:9]2[O:13][C@H:12]([CH2:14][OH:15])[C@@H:11]([OH:16])[C:10]2([F:17])[F:18])[CH:2]=1. (3) Given the reactants [F:1][C:2]([F:22])([C:16]1[CH:21]=[CH:20][CH:19]=[CH:18][CH:17]=1)[CH2:3][O:4][C:5]1[CH:10]=[CH:9][C:8]([CH2:11][C:12]([NH2:14])=O)=[CH:7][C:6]=1[F:15].FC(F)(C1C=CC=CC=1)COC1C=CC(CCN)=CC=1C, predict the reaction product. The product is: [F:22][C:2]([F:1])([C:16]1[CH:21]=[CH:20][CH:19]=[CH:18][CH:17]=1)[CH2:3][O:4][C:5]1[CH:10]=[CH:9][C:8]([CH2:11][CH2:12][NH2:14])=[CH:7][C:6]=1[F:15]. (4) Given the reactants [CH3:1][C:2]1[CH:7]=[CH:6][CH:5]=[C:4]([CH3:8])[C:3]=1[C:9]1[N:10]=[C:11]([N:19]2[CH2:24][CH2:23][C@H:22]([O:25][CH3:26])[C:21]([CH3:28])([CH3:27])[CH2:20]2)[C:12]2[CH2:18][NH:17][CH2:16][CH2:15][C:13]=2[N:14]=1.CCC(O[C:34]([CH:36]([CH3:38])[CH3:37])=[O:35])=O.[C:39]1([CH3:45])C=CC=CC=1.[OH2:46], predict the reaction product. The product is: [CH3:1][C:2]1[CH:7]=[CH:6][CH:5]=[C:4]([CH3:8])[C:3]=1[C:9]1[N:10]=[C:11]([N:19]2[CH2:24][CH2:23][C@H:22]([O:25][CH3:26])[C:21]([CH3:28])([CH3:27])[CH2:20]2)[C:12]2[CH2:18][N:17]([C:39](=[O:46])[CH2:45][C:34](=[O:35])[CH:36]([CH3:37])[CH3:38])[CH2:16][CH2:15][C:13]=2[N:14]=1. (5) Given the reactants Br[CH2:2][CH2:3][CH:4]([C:9]1[S:10][C:11]2[CH:18]=[C:17]([C:19]([F:22])([F:21])[F:20])[CH:16]=[CH:15][C:12]=2[C:13]=1[CH3:14])[CH2:5][CH2:6][CH2:7][CH3:8].C(=O)([O-])[O-].[Cs+].[Cs+].[Cl:29][C:30]1[CH:31]=[C:32]([CH2:37][C:38]([O:40][CH3:41])=[O:39])[CH:33]=[CH:34][C:35]=1[OH:36], predict the reaction product. The product is: [Cl:29][C:30]1[CH:31]=[C:32]([CH2:37][C:38]([O:40][CH3:41])=[O:39])[CH:33]=[CH:34][C:35]=1[O:36][CH2:2][CH2:3][CH:4]([C:9]1[S:10][C:11]2[CH:18]=[C:17]([C:19]([F:22])([F:21])[F:20])[CH:16]=[CH:15][C:12]=2[C:13]=1[CH3:14])[CH2:5][CH2:6][CH2:7][CH3:8]. (6) Given the reactants [NH:1]1[CH2:5][CH2:4][CH2:3][CH2:2]1.[CH2:6]([O:13][N:14]1[C:19](=[O:20])[C:18]2[CH:21]=[C:22]([F:26])[C:23](Cl)=[N:24][C:17]=2[N:16]([C:27]2[CH:32]=[CH:31][C:30]([CH3:33])=[CH:29][CH:28]=2)[C:15]1=[O:34])[C:7]1[CH:12]=[CH:11][CH:10]=[CH:9][CH:8]=1.C(N(CC)CC)C, predict the reaction product. The product is: [CH2:6]([O:13][N:14]1[C:19](=[O:20])[C:18]2[CH:21]=[C:22]([F:26])[C:23]([N:1]3[CH2:5][CH2:4][CH2:3][CH2:2]3)=[N:24][C:17]=2[N:16]([C:27]2[CH:28]=[CH:29][C:30]([CH3:33])=[CH:31][CH:32]=2)[C:15]1=[O:34])[C:7]1[CH:12]=[CH:11][CH:10]=[CH:9][CH:8]=1. (7) Given the reactants O[C:2]1[N:7]=[C:6]([C:8]2[CH:9]=[C:10]([P:14]([C:21]3[CH:26]=[CH:25][CH:24]=[CH:23][CH:22]=3)[C:15]3[CH:20]=[CH:19][CH:18]=[CH:17][CH:16]=3)[CH:11]=[CH:12][CH:13]=2)[CH:5]=[CH:4][N:3]=1.P(Cl)(Cl)[Cl:28], predict the reaction product. The product is: [Cl:28][C:2]1[N:7]=[C:6]([C:8]2[CH:9]=[C:10]([P:14]([C:21]3[CH:26]=[CH:25][CH:24]=[CH:23][CH:22]=3)[C:15]3[CH:20]=[CH:19][CH:18]=[CH:17][CH:16]=3)[CH:11]=[CH:12][CH:13]=2)[CH:5]=[CH:4][N:3]=1. (8) Given the reactants C1(S([N:10]2[C:14]3=[N:15][CH:16]=[C:17]([F:19])[CH:18]=[C:13]3[CH:12]=[C:11]2[C:20]([C:28]2[CH:33]=[CH:32][C:31]([S:34]([CH2:37][CH2:38][O:39][CH3:40])(=[O:36])=[O:35])=[CH:30][CH:29]=2)=[CH:21][CH:22]2[CH2:27][CH2:26][O:25][CH2:24][CH2:23]2)(=O)=O)C=CC=CC=1.[OH-].[Na+].[CH2:43](O)C, predict the reaction product. The product is: [CH2:40]([O:39][CH2:38][CH2:37][S:34]([C:31]1[CH:30]=[CH:29][C:28]([C:20]([C:11]2[NH:10][C:14]3=[N:15][CH:16]=[C:17]([F:19])[CH:18]=[C:13]3[CH:12]=2)=[CH:21][CH:22]2[CH2:27][CH2:26][O:25][CH2:24][CH2:23]2)=[CH:33][CH:32]=1)(=[O:35])=[O:36])[CH3:43]. (9) The product is: [CH:13]1([C:2]2[CH:3]=[C:4]([F:12])[C:5]([N+:9]([O-:11])=[O:10])=[C:6]([F:8])[CH:7]=2)[CH2:15][CH2:14]1. Given the reactants Br[C:2]1[CH:3]=[C:4]([F:12])[C:5]([N+:9]([O-:11])=[O:10])=[C:6]([F:8])[CH:7]=1.[CH:13]1(B(O)O)[CH2:15][CH2:14]1.[O-]P([O-])([O-])=O.[K+].[K+].[K+].[Na+].[Br-], predict the reaction product. (10) Given the reactants C([N:8]1[C:20]2[C:19]([OH:21])=[C:18]3[N:22](C(OC(C)(C)C)=O)[C:23]4[CH:24]=[CH:25][C:26]([F:29])=[CH:27][C:28]=4[C:17]3=[CH:16][C:15]=2[C:14]2[C:9]1=[CH:10][CH:11]=[C:12]([F:37])[CH:13]=2)(OC(C)(C)C)=O.Cl.[CH3:39][N:40]([CH3:44])[CH2:41][CH2:42]Cl.C([O-])([O-])=O.[K+].[K+].FC(F)(F)C(O)=O, predict the reaction product. The product is: [F:29][C:26]1[CH:27]=[C:28]2[C:23](=[CH:24][CH:25]=1)[NH:22][C:18]1[C:19]([O:21][CH2:42][CH2:41][N:40]([CH3:44])[CH3:39])=[C:20]3[NH:8][C:9]4[CH:10]=[CH:11][C:12]([F:37])=[CH:13][C:14]=4[C:15]3=[CH:16][C:17]2=1.